This data is from Reaction yield outcomes from USPTO patents with 853,638 reactions. The task is: Predict the reaction yield, written as a fraction of the theoretical maximum amount of product (1.0 means a 100% yield; for example, 0.34 means a 34% yield). (1) The reactants are [N+:1]([C:4]1[C:5]([CH:14]=[O:15])=[CH:6][CH:7]=[C:8]2[C:13]=1[N:12]=[CH:11][CH:10]=[CH:9]2)([O-])=O. The catalyst is Cl.CCO.CC(O)=O.O.[Fe]. The product is [NH2:1][C:4]1[C:5]([CH:14]=[O:15])=[CH:6][CH:7]=[C:8]2[C:13]=1[N:12]=[CH:11][CH:10]=[CH:9]2. The yield is 0.380. (2) No catalyst specified. The yield is 0.430. The reactants are C[C:2]1[C:11]2[C:6](=[CH:7][CH:8]=[CH:9][CH:10]=2)[CH:5]=[CH:4][CH:3]=1.[N+:12]([O-])(O)=O.[OH2:16]. The product is [NH2:12][C:2]1[CH:3]=[CH:4][CH:5]=[C:6]2[C:11]=1[CH:10]=[C:9]([OH:16])[CH:8]=[CH:7]2. (3) The reactants are [Br:1][C:2]1[C:11]2[C:6](=[CH:7][CH:8]=[CH:9][CH:10]=2)[C:5](=[O:12])[NH:4][C:3]=1C.[CH:14](Cl)(Cl)Cl.IC. The catalyst is C(=O)([O-])[O-].[Ag+2].C(N(CC)CC)C. The product is [Br:1][C:2]1[C:11]2[C:6](=[CH:7][CH:8]=[CH:9][CH:10]=2)[C:5]([O:12][CH3:14])=[N:4][CH:3]=1. The yield is 0.600. (4) The reactants are [CH:1]([C:3]1[C:11]2[O:10][C:9](C(O)=O)=[CH:8][C:7]=2[C:6]([O:15][CH3:16])=[CH:5][CH:4]=1)=[O:2].O.Cl. The catalyst is N1C2C(=CC=CC=2)C=CC=1. The product is [CH3:16][O:15][C:6]1[C:7]2[CH:8]=[CH:9][O:10][C:11]=2[C:3]([CH:1]=[O:2])=[CH:4][CH:5]=1. The yield is 0.460. (5) The reactants are I[C:2]1[CH:3]=[N:4][CH:5]=[CH:6][CH:7]=1.[Cl:8][C:9]1[CH:10]=[C:11]([SH:16])[CH:12]=[C:13]([Cl:15])[CH:14]=1.CC(C)([O-])C.[K+].C(OCC)(=O)C. The catalyst is C1(C)C=CC=CC=1.C1C=CC(/C=C/C(/C=C/C2C=CC=CC=2)=O)=CC=1.C1C=CC(/C=C/C(/C=C/C2C=CC=CC=2)=O)=CC=1.C1C=CC(/C=C/C(/C=C/C2C=CC=CC=2)=O)=CC=1.[Pd].[Pd].C1C=CC(P(C2C(OC3C(P(C4C=CC=CC=4)C4C=CC=CC=4)=CC=CC=3)=CC=CC=2)C2C=CC=CC=2)=CC=1. The product is [Cl:8][C:9]1[CH:10]=[C:11]([S:16][C:2]2[CH:3]=[N:4][CH:5]=[CH:6][CH:7]=2)[CH:12]=[C:13]([Cl:15])[CH:14]=1. The yield is 0.720. (6) The product is [C:1]([O:5][C:6](=[O:31])[CH:7]([NH:16][C:17]1[C:22]([N+:23]([O-:25])=[O:24])=[CH:21][N:20]=[C:19]([N:26]([CH2:27][CH3:28])[CH2:29][CH3:30])[N:18]=1)[CH2:8][C:9]1[CH:14]=[CH:13][C:12]([O:15][C:41](=[O:42])[N:40]([CH3:44])[CH3:39])=[CH:11][CH:10]=1)([CH3:4])([CH3:2])[CH3:3]. The yield is 0.990. The catalyst is C(Cl)Cl.CN(C1C=CN=CC=1)C. The reactants are [C:1]([O:5][C:6](=[O:31])[CH:7]([NH:16][C:17]1[C:22]([N+:23]([O-:25])=[O:24])=[CH:21][N:20]=[C:19]([N:26]([CH2:29][CH3:30])[CH2:27][CH3:28])[N:18]=1)[CH2:8][C:9]1[CH:14]=[CH:13][C:12]([OH:15])=[CH:11][CH:10]=1)([CH3:4])([CH3:3])[CH3:2].C(N(CC)CC)C.[CH3:39][N:40]([CH3:44])[C:41](Cl)=[O:42]. (7) The reactants are [C:1]1([CH3:11])[CH:6]=[CH:5][C:4]([S:7](Cl)(=[O:9])=[O:8])=[CH:3][CH:2]=1.Cl.Cl.[CH2:14]([NH:16][CH:17]([CH3:21])[CH2:18][CH2:19][NH2:20])[CH3:15]. The catalyst is C(Cl)Cl.[OH-].[Na+]. The product is [C:1]1([CH3:11])[CH:6]=[CH:5][C:4]([S:7]([N:16]([CH2:14][CH3:15])[CH:17]([CH3:21])[CH2:18][CH2:19][NH:20][S:7]([C:4]2[CH:5]=[CH:6][C:1]([CH3:11])=[CH:2][CH:3]=2)(=[O:9])=[O:8])(=[O:9])=[O:8])=[CH:3][CH:2]=1. The yield is 0.390. (8) The reactants are [F:1][C:2]1[CH:3]=[CH:4][C:5]2[C:9]([CH:10]3[CH2:15][CH2:14][N:13]([CH2:16][CH2:17][CH2:18][N:19]4[C:27]5[CH2:26][CH2:25][N:24]([S:28]([CH3:31])(=[O:30])=[O:29])[CH2:23][C:22]=5[C:21]([C:32]5[CH:37]=[CH:36][C:35]([C:38]([F:41])([F:40])[F:39])=[CH:34][CH:33]=5)=[N:20]4)[CH2:12][CH2:11]3)=[C:8]([C:42](O)=[O:43])[S:7][C:6]=2[CH:45]=1.CN(C(ON1N=NC2C=CC=CC1=2)=[N+](C)C)C.F[P-](F)(F)(F)(F)F.CC(=O)OCC.[CH2:76]([CH2:78][NH2:79])[OH:77]. The catalyst is CN(C=O)C. The product is [OH:77][CH2:76][CH2:78][NH:79][C:42]([C:8]1[S:7][C:6]2[CH:45]=[C:2]([F:1])[CH:3]=[CH:4][C:5]=2[C:9]=1[CH:10]1[CH2:11][CH2:12][N:13]([CH2:16][CH2:17][CH2:18][N:19]2[C:27]3[CH2:26][CH2:25][N:24]([S:28]([CH3:31])(=[O:29])=[O:30])[CH2:23][C:22]=3[C:21]([C:32]3[CH:33]=[CH:34][C:35]([C:38]([F:40])([F:41])[F:39])=[CH:36][CH:37]=3)=[N:20]2)[CH2:14][CH2:15]1)=[O:43]. The yield is 0.760. (9) The reactants are Cl.[Cl:2][C:3]1[CH:8]=[C:7]([Cl:9])[CH:6]=[CH:5][C:4]=1[C:10]1(O)[C:18]2[C:13](=[CH:14][C:15]([C:23]([NH2:25])=[O:24])=[CH:16][C:17]=2[C:19]([F:22])([F:21])[F:20])[N:12]([CH2:26][C@H:27]2[CH2:30][C@H:29]([N:31]([CH2:34][CH3:35])[CH2:32][CH3:33])[CH2:28]2)[C:11]1=[O:36].C(=O)(O)[O-].[Na+].C(N(S(F)(F)[F:49])CC)C. No catalyst specified. The product is [ClH:2].[Cl:2][C:3]1[CH:8]=[C:7]([Cl:9])[CH:6]=[CH:5][C:4]=1[C:10]1([F:49])[C:18]2[C:13](=[CH:14][C:15]([C:23]([NH2:25])=[O:24])=[CH:16][C:17]=2[C:19]([F:20])([F:21])[F:22])[N:12]([CH2:26][C@H:27]2[CH2:28][C@H:29]([N:31]([CH2:32][CH3:33])[CH2:34][CH3:35])[CH2:30]2)[C:11]1=[O:36]. The yield is 0.430.